Task: Predict the reaction yield, written as a fraction of the theoretical maximum amount of product (1.0 means a 100% yield; for example, 0.34 means a 34% yield).. Dataset: Reaction yield outcomes from USPTO patents with 853,638 reactions (1) The reactants are Cl[C:2]1[CH:3]=[C:4]([F:26])[C:5]2[N:6]([C:8]([C:11]([F:25])([F:24])[C:12]3[CH:13]=[C:14]4[C:19](=[CH:20][CH:21]=3)[N:18]=[CH:17][C:16]([O:22][CH3:23])=[CH:15]4)=[N:9][N:10]=2)[CH:7]=1.P([O-])([O-])([O-])=O.[K+].[K+].[K+].[F:35][C:36]1[CH:37]=[C:38](B(O)O)[CH:39]=[C:40]([F:42])[CH:41]=1.CC(C1C=C(C(C)C)C(C2C=CC=CC=2P(C2CCCCC2)C2CCCCC2)=C(C(C)C)C=1)C. The catalyst is C([O-])(=O)C.[Pd+2].C([O-])(=O)C.CO.C(Cl)Cl. The product is [F:35][C:36]1[CH:37]=[C:38]([C:2]2[CH:3]=[C:4]([F:26])[C:5]3[N:6]([C:8]([C:11]([F:24])([F:25])[C:12]4[CH:13]=[C:14]5[C:19](=[CH:20][CH:21]=4)[N:18]=[CH:17][C:16]([O:22][CH3:23])=[CH:15]5)=[N:9][N:10]=3)[CH:7]=2)[CH:39]=[C:40]([F:42])[CH:41]=1. The yield is 0.170. (2) The reactants are C([O:5][C:6](=[O:45])[CH2:7][O:8][C:9]1[C:14]([C:15]2[CH:20]=[CH:19][CH:18]=[C:17]([CH3:21])[CH:16]=2)=[CH:13][C:12]([C:22](=[O:37])[NH:23][CH2:24][CH2:25][CH2:26][CH2:27][CH2:28][CH2:29][CH2:30][C:31]2[CH:36]=[CH:35][CH:34]=[CH:33][CH:32]=2)=[CH:11][C:10]=1[C:38]1[CH:43]=[CH:42][CH:41]=[C:40]([CH3:44])[CH:39]=1)(C)(C)C. The catalyst is C(O)=O. The product is [CH3:21][C:17]1[CH:16]=[C:15]([C:14]2[CH:13]=[C:12]([C:22](=[O:37])[NH:23][CH2:24][CH2:25][CH2:26][CH2:27][CH2:28][CH2:29][CH2:30][C:31]3[CH:32]=[CH:33][CH:34]=[CH:35][CH:36]=3)[CH:11]=[C:10]([C:38]3[CH:43]=[CH:42][CH:41]=[C:40]([CH3:44])[CH:39]=3)[C:9]=2[O:8][CH2:7][C:6]([OH:45])=[O:5])[CH:20]=[CH:19][CH:18]=1. The yield is 1.00. (3) The reactants are [Cl:1][C:2]1[CH:3]=[C:4]([CH:6]=[CH:7][CH:8]=1)[NH2:5].[N:9]([O-])=O.[Na+].C([O-])(=O)C.[Na+].[C:18]([CH2:21][C:22](=[O:24])[CH3:23])(=[O:20])[CH3:19]. The catalyst is O.Cl.C(O)C. The product is [Cl:1][C:2]1[CH:3]=[C:4]([NH:5][N:9]=[C:21]([C:22](=[O:24])[CH3:23])[C:18](=[O:20])[CH3:19])[CH:6]=[CH:7][CH:8]=1. The yield is 0.240. (4) The reactants are C(C=C=O)CCC.[CH2:8]([C@H:12]1[C:13](=[O:21])[O:14]/[C:15]/1=[CH:16]\[CH2:17][CH2:18][CH2:19][CH3:20])[CH2:9][CH2:10][CH3:11]. The catalyst is ClCCl. The product is [CH2:8]([C@@H:12]1[C@H:15]([CH2:16][CH2:17][CH2:18][CH2:19][CH3:20])[O:14][C:13]1=[O:21])[CH2:9][CH2:10][CH3:11]. The yield is 0.900. (5) The reactants are C([Li])CCC.Br[C:7]1[CH:8]=[CH:9][C:10]([O:13][CH2:14][CH2:15][C:16]2[N:17]=[C:18]([C:22]3[CH:27]=[CH:26][CH:25]=[CH:24][CH:23]=3)[O:19][C:20]=2[CH3:21])=[N:11][CH:12]=1.CN(C)[CH:30]=[O:31]. The catalyst is O1CCCC1.C(OCC)C. The product is [CH3:21][C:20]1[O:19][C:18]([C:22]2[CH:27]=[CH:26][CH:25]=[CH:24][CH:23]=2)=[N:17][C:16]=1[CH2:15][CH2:14][O:13][C:10]1[CH:9]=[CH:8][C:7]([CH:30]=[O:31])=[CH:12][N:11]=1. The yield is 0.580. (6) The product is [N:14]1([C:11]([C:7]2[CH:8]=[C:9]3[C:4](=[CH:5][CH:6]=2)[NH:3][C:2](=[O:1])[CH2:10]3)=[O:13])[CH2:19][CH2:18][CH2:17][C@@H:16]2[C:20]3[CH:21]=[CH:22][CH:23]=[CH:24][C:25]=3[CH2:26][C@H:15]12. No catalyst specified. The yield is 0.290. The reactants are [O:1]=[C:2]1[CH2:10][C:9]2[C:4](=[CH:5][CH:6]=[C:7]([C:11]([OH:13])=O)[CH:8]=2)[NH:3]1.[NH:14]1[CH2:19][CH2:18][CH2:17][C@@H:16]2[C:20]3[CH:21]=[CH:22][CH:23]=[CH:24][C:25]=3[CH2:26][C@H:15]12.F[P-](F)(F)(F)(F)F.N1(OC(N(C)C)=[N+](C)C)C2N=CC=CC=2N=N1. (7) The reactants are [CH3:1][O:2][C:3](=[O:17])[CH2:4][C:5](=O)[CH2:6][C:7]1[CH:12]=[C:11]([F:13])[C:10]([F:14])=[CH:9][C:8]=1[F:15].[C:18](=[O:25])([O:20][C:21]([CH3:24])([CH3:23])[CH3:22])[NH2:19].C1(C)C=CC(S(O)(=O)=O)=CC=1.CCCCN(C(NC(C1C=C(OC)C(OC)=C(OC)C=1)=O)=S)CCCC. The catalyst is C(Cl)Cl. The product is [CH3:1][O:2][C:3](=[O:17])[CH:4]=[C:5]([NH:19][C:18]([O:20][C:21]([CH3:24])([CH3:23])[CH3:22])=[O:25])[CH2:6][C:7]1[CH:12]=[C:11]([F:13])[C:10]([F:14])=[CH:9][C:8]=1[F:15]. The yield is 0.541. (8) The reactants are [NH2:1][C:2]1[CH:3]=[C:4]([C@H:8]([N:15]([CH3:27])[C:16](=[O:26])[CH2:17][C:18]2[CH:23]=[CH:22][C:21]([Cl:24])=[C:20]([Cl:25])[CH:19]=2)[CH2:9][N:10]2[CH2:14][CH2:13][CH2:12][CH2:11]2)[CH:5]=[CH:6][CH:7]=1.N1C=CC=CC=1.[CH2:34]([O:38][CH2:39][CH2:40][O:41][CH2:42][CH2:43][O:44][CH2:45][CH2:46][S:47](Cl)(=[O:49])=[O:48])[CH2:35][CH2:36][CH3:37]. The catalyst is ClCCl. The product is [CH2:34]([O:38][CH2:39][CH2:40][O:41][CH2:42][CH2:43][O:44][CH2:45][CH2:46][S:47]([NH:1][C:2]1[CH:3]=[C:4]([C@H:8]([N:15]([CH3:27])[C:16](=[O:26])[CH2:17][C:18]2[CH:23]=[CH:22][C:21]([Cl:24])=[C:20]([Cl:25])[CH:19]=2)[CH2:9][N:10]2[CH2:11][CH2:12][CH2:13][CH2:14]2)[CH:5]=[CH:6][CH:7]=1)(=[O:49])=[O:48])[CH2:35][CH2:36][CH3:37]. The yield is 0.540. (9) The reactants are [Cl:1][C:2]1[CH:7]=[CH:6][N:5]=[C:4]2[CH:8]=[C:9]([C:11]([O-:13])=O)[S:10][C:3]=12.[Li+].S(Cl)(Cl)=O.C(Cl)Cl.[NH:22]1[CH2:26][CH2:25][CH2:24][CH2:23]1. The catalyst is CN(C=O)C. The product is [Cl:1][C:2]1[CH:7]=[CH:6][N:5]=[C:4]2[CH:8]=[C:9]([C:11]([N:22]3[CH2:26][CH2:25][CH2:24][CH2:23]3)=[O:13])[S:10][C:3]=12. The yield is 0.570. (10) The reactants are [NH2:1][C:2]1[CH:7]=[CH:6][CH:5]=[CH:4][N:3]=1.[N+:8]([C:11]1[CH:18]=[CH:17][C:14]([CH2:15][Br:16])=[CH:13][CH:12]=1)([O-:10])=[O:9]. The catalyst is CC#N.CCOCC. The product is [Br-:16].[N+:8]([C:11]1[CH:18]=[CH:17][C:14]([CH2:15][N:3]2[CH:4]=[CH:5][CH:6]=[CH:7][C:2]2=[NH2+:1])=[CH:13][CH:12]=1)([O-:10])=[O:9]. The yield is 0.880.